This data is from Full USPTO retrosynthesis dataset with 1.9M reactions from patents (1976-2016). The task is: Predict the reactants needed to synthesize the given product. (1) Given the product [C:2]([O:4][CH:5]1[C:14]2[C:15]3([CH3:30])[C:16]([C:17](=[CH:18][N:41]([CH3:40])[CH2:42][CH2:43][CH2:44][C:45]([OH:47])=[O:46])[C:23](=[O:24])[O:25][CH:26]3[CH2:27][O:28][CH3:29])=[C:20]([OH:19])[C:21](=[O:22])[C:13]=2[CH:8]2[C:7]([CH3:31])([CH:11]([OH:12])[CH2:10][CH2:9]2)[CH2:6]1)(=[O:3])[CH3:1], predict the reactants needed to synthesize it. The reactants are: [CH3:1][C:2]([O:4][C@H:5]1[C:14]2[C@@:15]3([CH3:30])[C@@H:26]([CH2:27][O:28][CH3:29])[O:25][C:23](=[O:24])[C:17]4=[CH:18][O:19][C:20]([C:21](=[O:22])[C:13]=2[C@@H:8]2[CH2:9][CH2:10][C@H:11]([OH:12])[C@@:7]2([CH3:31])[CH2:6]1)=[C:16]34)=[O:3].C(N(CC)CC)C.Cl.[CH3:40][NH:41][CH2:42][CH2:43][CH2:44][C:45]([OH:47])=[O:46]. (2) Given the product [O:1]1[C:5]2[CH:6]=[CH:7][CH:8]=[CH:9][C:4]=2[CH:3]=[C:2]1[C:14]1[N:15]=[C:16]2[CH:21]=[CH:20][C:19]([O:22][CH3:23])=[CH:18][N:17]2[CH:24]=1, predict the reactants needed to synthesize it. The reactants are: [O:1]1[C:5]2[CH:6]=[CH:7][CH:8]=[CH:9][C:4]=2[CH:3]=[C:2]1B(O)O.Br[C:14]1[N:15]=[C:16]2[CH:21]=[CH:20][C:19]([O:22][CH3:23])=[CH:18][N:17]2[CH:24]=1.C([O-])([O-])=O.[K+].[K+]. (3) Given the product [Cl:1][C:2]1[CH:3]=[C:4]([CH:21]=[CH:22][CH:23]=1)[CH2:5][NH:6][C:7]1[N:20]=[C:10]2[C:11]([O:18][CH3:19])=[CH:12][C:13]([C:15]([N:29]3[CH:28]([CH2:31][CH2:32][OH:33])[CH2:27][O:26][CH:25]([CH3:24])[CH2:30]3)=[O:17])=[CH:14][N:9]2[N:8]=1, predict the reactants needed to synthesize it. The reactants are: [Cl:1][C:2]1[CH:3]=[C:4]([CH:21]=[CH:22][CH:23]=1)[CH2:5][NH:6][C:7]1[N:20]=[C:10]2[C:11]([O:18][CH3:19])=[CH:12][C:13]([C:15]([OH:17])=O)=[CH:14][N:9]2[N:8]=1.[CH3:24][CH:25]1[CH2:30][NH:29][CH:28]([CH2:31][CH2:32][OH:33])[CH2:27][O:26]1.C(N(CC)C(C)C)(C)C.CN(C(ON1N=NC2C=CC=NC1=2)=[N+](C)C)C.F[P-](F)(F)(F)(F)F.